Dataset: Reaction yield outcomes from USPTO patents with 853,638 reactions. Task: Predict the reaction yield, written as a fraction of the theoretical maximum amount of product (1.0 means a 100% yield; for example, 0.34 means a 34% yield). (1) The reactants are I[C:2]1[CH:3]=[C:4]([C:20]([NH:22][CH2:23][C:24]2[CH:29]=[CH:28][C:27]([S:30]([CH3:33])(=[O:32])=[O:31])=[CH:26][CH:25]=2)=[O:21])[C:5](=[O:19])[N:6]([C:9]2[CH:14]=[CH:13][CH:12]=[C:11]([C:15]([F:18])([F:17])[F:16])[CH:10]=2)[C:7]=1[CH3:8].[O:34]1[CH:38]=[CH:37][C:36](B(O)O)=[CH:35]1.C([O-])([O-])=O.[Na+].[Na+]. The catalyst is C1C=CC([P]([Pd]([P](C2C=CC=CC=2)(C2C=CC=CC=2)C2C=CC=CC=2)([P](C2C=CC=CC=2)(C2C=CC=CC=2)C2C=CC=CC=2)[P](C2C=CC=CC=2)(C2C=CC=CC=2)C2C=CC=CC=2)(C2C=CC=CC=2)C2C=CC=CC=2)=CC=1.COCCOC. The product is [CH3:33][S:30]([C:27]1[CH:28]=[CH:29][C:24]([CH2:23][NH:22][C:20]([C:4]2[C:5](=[O:19])[N:6]([C:9]3[CH:14]=[CH:13][CH:12]=[C:11]([C:15]([F:18])([F:17])[F:16])[CH:10]=3)[C:7]([CH3:8])=[C:2]([C:36]3[CH:37]=[CH:38][O:34][CH:35]=3)[CH:3]=2)=[O:21])=[CH:25][CH:26]=1)(=[O:32])=[O:31]. The yield is 0.620. (2) The reactants are [C:1]1([C@:7]([C:10]([OH:12])=[O:11])([CH3:9])[NH2:8])[CH:6]=[CH:5][CH:4]=[CH:3][CH:2]=1.[OH-].C[NH+](C)C.[C:18]([O:22][C:23](=O)[O:24]C(C)(C)C)([CH3:21])([CH3:20])[CH3:19]. The catalyst is C(#N)C. The product is [C:18]([O:22][C:23]([NH:8][C@@:7]([C:1]1[CH:6]=[CH:5][CH:4]=[CH:3][CH:2]=1)([C:10]([OH:12])=[O:11])[CH3:9])=[O:24])([CH3:21])([CH3:20])[CH3:19]. The yield is 0.780. (3) The reactants are Br[C:2]1[CH:7]=[CH:6][C:5]([Br:8])=[CH:4][N:3]=1.[C:9](CCCO)#[N:10].[CH3:15][Si](C)(C)[N-][Si](C)(C)C.[Na+].CCO[C:28]([CH3:30])=[O:29]. The catalyst is CS(C)=O. The product is [Br:8][C:5]1[CH:6]=[CH:7][C:2]([O:29][CH2:28][CH:30]([C:9]#[N:10])[CH3:15])=[N:3][CH:4]=1. The yield is 0.393. (4) The reactants are [OH:1][CH2:2][C:3]1[CH:18]=[CH:17][C:6]([CH2:7][CH2:8][NH:9][C:10](=[O:16])[O:11][C:12]([CH3:15])([CH3:14])[CH3:13])=[CH:5][CH:4]=1.C(N(CC)C(C)C)(C)C.[CH3:28][S:29](Cl)(=[O:31])=[O:30].C(OCC)(=O)C. The catalyst is O1CCCC1.[Cl-].[Na+].O. The product is [CH3:28][S:29]([O:1][CH2:2][C:3]1[CH:18]=[CH:17][C:6]([CH2:7][CH2:8][NH:9][C:10]([O:11][C:12]([CH3:15])([CH3:13])[CH3:14])=[O:16])=[CH:5][CH:4]=1)(=[O:31])=[O:30]. The yield is 1.00. (5) The reactants are C1(P(=O)(C2C=CC=CC=2)C2C=CC=CC=2)C=CC=CC=1.FC(F)(F)S(OS(C(F)(F)F)(=O)=O)(=O)=O.[CH3:36][O:37][CH2:38][C@H:39]([CH3:88])[O:40][C:41]1[CH:42]=[C:43]([C:58]2[NH:62][C:61]([C:63]([NH:65][CH2:66][CH2:67][S:68]C(C3C=CC=CC=3)(C3C=CC=CC=3)C3C=CC=CC=3)=O)=[CH:60][CH:59]=2)[CH:44]=[C:45]([O:47][C:48]2[CH:53]=[CH:52][C:51]([S:54]([CH3:57])(=[O:56])=[O:55])=[CH:50][CH:49]=2)[CH:46]=1. The catalyst is ClCCl. The product is [CH3:36][O:37][CH2:38][C@H:39]([CH3:88])[O:40][C:41]1[CH:42]=[C:43]([C:58]2[NH:62][C:61]([C:63]3[S:68][CH2:67][CH2:66][N:65]=3)=[CH:60][CH:59]=2)[CH:44]=[C:45]([O:47][C:48]2[CH:53]=[CH:52][C:51]([S:54]([CH3:57])(=[O:56])=[O:55])=[CH:50][CH:49]=2)[CH:46]=1. The yield is 0.900. (6) The reactants are C(N(CC)CC)C.[C:8]([O:12][C:13]([N:15]1[CH2:20][CH2:19][C:18](=[CH2:21])[CH2:17][CH2:16]1)=[O:14])([CH3:11])([CH3:10])[CH3:9].[CH2:22]([O:24][C:25](=[O:30])[C:26](Cl)=[N:27][OH:28])[CH3:23]. The catalyst is C(Cl)Cl. The product is [CH2:22]([O:24][C:25]([C:26]1[CH2:21][C:18]2([CH2:19][CH2:20][N:15]([C:13]([O:12][C:8]([CH3:11])([CH3:10])[CH3:9])=[O:14])[CH2:16][CH2:17]2)[O:28][N:27]=1)=[O:30])[CH3:23]. The yield is 0.390. (7) The reactants are [OH-].[Na+].[F:3][C:4]1[CH:12]=[CH:11][CH:10]=[C:9]([N:13]2[N:17]=[CH:16][CH:15]=[N:14]2)[C:5]=1[C:6]([OH:8])=O.S(Cl)(Cl)=O.C(=O)([O-])[O-].[Na+].[Na+].[CH3:28][C:29]1[CH:34]=[C:33]([CH3:35])[N:32]=[C:31]([N:36]2[CH2:43][CH:42]3[CH:38]([CH2:39][NH:40][CH2:41]3)[CH2:37]2)[N:30]=1.CC(O)=O. The yield is 0.740. The product is [CH3:35][C:33]1[CH:34]=[C:29]([CH3:28])[N:30]=[C:31]([N:36]2[CH2:43][CH:42]3[CH2:41][N:40]([C:6]([C:5]4[C:9]([N:13]5[N:17]=[CH:16][CH:15]=[N:14]5)=[CH:10][CH:11]=[CH:12][C:4]=4[F:3])=[O:8])[CH2:39][CH:38]3[CH2:37]2)[N:32]=1. The catalyst is CC1C=C(C)N=C(N2CC3C(CNC3)C2)N=1.CC(O)=O.C1(C)C=CC=CC=1. (8) The reactants are Cl.[O:2]=[C:3]1[CH:8]([N:9]2[C:17](=[O:18])[C:16]3[C:11](=[CH:12][CH:13]=[CH:14][C:15]=3[CH2:19][NH:20][CH3:21])[C:10]2=[O:22])[CH2:7][CH2:6][C:5](=[O:23])[NH:4]1.[C:24]([N:28]=[C:29]=[O:30])([CH3:27])([CH3:26])[CH3:25].C(N(C(C)C)CC)(C)C.Cl. The catalyst is C(Cl)Cl.O. The product is [C:24]([NH:28][C:29](=[O:30])[N:20]([CH2:19][C:15]1[CH:14]=[CH:13][CH:12]=[C:11]2[C:16]=1[C:17](=[O:18])[N:9]([CH:8]1[CH2:7][CH2:6][C:5](=[O:23])[NH:4][C:3]1=[O:2])[C:10]2=[O:22])[CH3:21])([CH3:27])([CH3:26])[CH3:25]. The yield is 0.760. (9) The reactants are [CH3:1][C@@H:2]1[CH2:6][CH2:5][C:4](=C(C)C)[CH:3]1[C:10]([O:12][CH2:13][CH3:14])=[O:11].C(=O)=[O:16].C(O)(C)C. The catalyst is C(OCC)(=O)C. The product is [CH3:1][C@@H:2]1[CH2:6][CH2:5][C:4](=[O:16])[CH:3]1[C:10]([O:12][CH2:13][CH3:14])=[O:11]. The yield is 0.960. (10) The reactants are O[CH:2]=[C:3]1[C:11]2[C:6](=[CH:7][C:8]([C:12]([C:14]3[CH:15]=[C:16]([NH:20][C:21]([C:23]4[N:24]([CH3:29])[N:25]=[C:26]([CH3:28])[CH:27]=4)=[O:22])[CH:17]=[CH:18][CH:19]=3)=[O:13])=[CH:9][CH:10]=2)[NH:5][C:4]1=[O:30].[NH2:31][C:32]1[CH:37]=[CH:36][C:35]([N:38]2[CH2:43][CH2:42][O:41][CH2:40][CH2:39]2)=[CH:34][CH:33]=1. The catalyst is C1COCC1. The product is [N:38]1([C:35]2[CH:34]=[CH:33][C:32]([NH:31][CH:2]=[C:3]3[C:11]4[C:6](=[CH:7][C:8]([C:12]([C:14]5[CH:15]=[C:16]([NH:20][C:21]([C:23]6[N:24]([CH3:29])[N:25]=[C:26]([CH3:28])[CH:27]=6)=[O:22])[CH:17]=[CH:18][CH:19]=5)=[O:13])=[CH:9][CH:10]=4)[NH:5][C:4]3=[O:30])=[CH:37][CH:36]=2)[CH2:39][CH2:40][O:41][CH2:42][CH2:43]1. The yield is 0.580.